The task is: Predict the reactants needed to synthesize the given product.. This data is from Full USPTO retrosynthesis dataset with 1.9M reactions from patents (1976-2016). (1) Given the product [Br:26][C:27]1[CH:28]=[C:29]2[C:30](=[CH:31][CH:32]=1)[N:33]=[CH:34][C:35]([C:40]([CH:42]1[CH2:44][CH2:43]1)=[O:41])=[C:36]2[OH:38], predict the reactants needed to synthesize it. The reactants are: C1C=CC(C2C=CC=CC=2)=CC=1.C1C=CC(OC2C=CC=CC=2)=CC=1.[Br:26][C:27]1[CH:32]=[CH:31][C:30]([NH:33][CH:34]=[C:35]([C:40]([CH:42]2[CH2:44][CH2:43]2)=[O:41])[C:36]([O:38]C)=O)=[CH:29][CH:28]=1. (2) Given the product [O:55]=[C:35]1[C:36]2([C:54]3[C:45](=[CH:46][C:47]4[O:52][CH2:51][CH2:50][O:49][C:48]=4[CH:53]=3)[O:44][CH2:43]2)[C:37]2[C:42](=[CH:41][CH:40]=[CH:39][CH:38]=2)[N:34]1[CH2:12][CH:13]1[CH2:14][CH2:15][N:16]([C:19]([O:21][C:22]([CH3:23])([CH3:24])[CH3:25])=[O:20])[CH2:17][CH2:18]1, predict the reactants needed to synthesize it. The reactants are: S(O[CH2:12][CH:13]1[CH2:18][CH2:17][N:16]([C:19]([O:21][C:22]([CH3:25])([CH3:24])[CH3:23])=[O:20])[CH2:15][CH2:14]1)(C1C=CC(C)=CC=1)(=O)=O.BrCC1CCCCO1.[NH:34]1[C:42]2[C:37](=[CH:38][CH:39]=[CH:40][CH:41]=2)[C:36]2([C:54]3[C:45](=[CH:46][C:47]4[O:52][CH2:51][CH2:50][O:49][C:48]=4[CH:53]=3)[O:44][CH2:43]2)[C:35]1=[O:55].N1C2C(=CC=CC=2)C2(COC3C=C4C(=CC2=3)CCO4)C1=O. (3) Given the product [OH:8][C:5]1[CH:6]=[CH:7][C:2]([NH:1][C:16](=[O:23])[C:17]2[CH:22]=[CH:21][CH:20]=[CH:19][CH:18]=2)=[CH:3][CH:4]=1, predict the reactants needed to synthesize it. The reactants are: [NH2:1][C:2]1[CH:7]=[CH:6][C:5]([OH:8])=[CH:4][CH:3]=1.C(N(CC)CC)C.[C:16](Cl)(=[O:23])[C:17]1[CH:22]=[CH:21][CH:20]=[CH:19][CH:18]=1. (4) Given the product [ClH:1].[ClH:1].[CH3:3][C:4]1[CH:13]=[CH:12][C:11]2[C:6](=[CH:7][CH:8]=[C:9]3[O:17][CH2:16][CH:15]([CH2:18][NH:19][CH:21]4[CH2:26][CH2:25][N:24]([C:27]5[CH:28]=[CH:29][C:30]6[O:35][CH2:34][C:33](=[O:36])[NH:32][C:31]=6[CH:37]=5)[CH2:23][CH2:22]4)[O:14][C:10]3=2)[N:5]=1, predict the reactants needed to synthesize it. The reactants are: [ClH:1].Cl.[CH3:3][C:4]1[CH:13]=[CH:12][C:11]2[C:6](=[CH:7][CH:8]=[C:9]3[O:17][CH2:16][C@H:15]([CH2:18][NH2:19])[O:14][C:10]3=2)[N:5]=1.O=[C:21]1[CH2:26][CH2:25][N:24]([C:27]2[CH:28]=[CH:29][C:30]3[O:35][CH2:34][C:33](=[O:36])[NH:32][C:31]=3[CH:37]=2)[CH2:23][CH2:22]1.C(O)(=O)C.C(N(C(C)C)C(C)C)C.C(O[BH-](OC(=O)C)OC(=O)C)(=O)C.[Na+].C(=O)([O-])[O-].[Na+].[Na+]. (5) Given the product [OH:16][C:17]1[CH:24]=[CH:23][CH:22]=[C:21]([O:15][CH2:14][C:10]2[CH2:11][CH2:12][CH2:13][C:9]=2[C:8]2[C:3]([O:2][CH3:1])=[N:4][CH:5]=[CH:6][CH:7]=2)[C:18]=1[CH:19]=[O:20], predict the reactants needed to synthesize it. The reactants are: [CH3:1][O:2][C:3]1[C:8]([C:9]2[CH2:13][CH2:12][CH2:11][C:10]=2[CH2:14][OH:15])=[CH:7][CH:6]=[CH:5][N:4]=1.[OH:16][C:17]1[CH:24]=[CH:23][CH:22]=[C:21](O)[C:18]=1[CH:19]=[O:20].C1C=CC(P(C2C=CC=CC=2)C2C=CC=CC=2)=CC=1.CC(OC(/N=N/C(OC(C)C)=O)=O)C. (6) Given the product [CH3:1][O:2][CH:3]1[C:8](=[O:9])[CH2:7][CH2:6][O:5][CH2:4]1, predict the reactants needed to synthesize it. The reactants are: [CH3:1][O:2][CH:3]1[C:8](OC)([O:9]C)[CH2:7][CH2:6][O:5][CH2:4]1.Cl. (7) Given the product [F:26][C:23]1([F:25])[O:22][C:21]2[CH:27]=[CH:28][C:18]([NH:17][C:15]([C:14]3[S:13][CH:12]=[N:11][C:10]=3[NH:9][CH2:8][C:6]3[CH:5]=[CH:4][N:3]=[C:2]([NH:1][C:30]([NH:29][C:32]4[CH:37]=[CH:36][CH:35]=[C:34]([O:38][CH3:39])[CH:33]=4)=[O:31])[CH:7]=3)=[O:16])=[CH:19][C:20]=2[O:24]1, predict the reactants needed to synthesize it. The reactants are: [NH2:1][C:2]1[CH:7]=[C:6]([CH2:8][NH:9][C:10]2[N:11]=[CH:12][S:13][C:14]=2[C:15]([NH:17][C:18]2[CH:28]=[CH:27][C:21]3[O:22][C:23]([F:26])([F:25])[O:24][C:20]=3[CH:19]=2)=[O:16])[CH:5]=[CH:4][N:3]=1.[N:29]([C:32]1[CH:37]=[CH:36][CH:35]=[C:34]([O:38][CH3:39])[CH:33]=1)=[C:30]=[O:31].